From a dataset of Peptide-MHC class I binding affinity with 185,985 pairs from IEDB/IMGT. Regression. Given a peptide amino acid sequence and an MHC pseudo amino acid sequence, predict their binding affinity value. This is MHC class I binding data. (1) The peptide sequence is TLQSFRQDV. The MHC is HLA-A02:01 with pseudo-sequence HLA-A02:01. The binding affinity (normalized) is 0.535. (2) The peptide sequence is VPVEFLRL. The MHC is H-2-Kb with pseudo-sequence H-2-Kb. The binding affinity (normalized) is 0.558. (3) The peptide sequence is VSFDQNLDY. The MHC is HLA-B15:17 with pseudo-sequence HLA-B15:17. The binding affinity (normalized) is 0.943.